Predict which catalyst facilitates the given reaction. From a dataset of Catalyst prediction with 721,799 reactions and 888 catalyst types from USPTO. Reactant: [C:1]([NH:4][NH:5][C:6]([C:8]1[S:16][C:15]2[C:10](=[N:11][CH:12]=[CH:13][C:14]=2[Cl:17])[CH:9]=1)=[O:7])(=O)[CH3:2].S(Cl)(Cl)=O. Product: [Cl:17][C:14]1[CH:13]=[CH:12][N:11]=[C:10]2[CH:9]=[C:8]([C:6]3[O:7][C:1]([CH3:2])=[N:4][N:5]=3)[S:16][C:15]=12. The catalyst class is: 3.